From a dataset of Reaction yield outcomes from USPTO patents with 853,638 reactions. Predict the reaction yield, written as a fraction of the theoretical maximum amount of product (1.0 means a 100% yield; for example, 0.34 means a 34% yield). (1) The reactants are [OH:1][C:2]([CH3:12])([CH3:11])[C:3]([C:5]1[CH:10]=[CH:9][CH:8]=[CH:7][CH:6]=1)=[O:4].[Al+3].[Cl-:14].[Cl-].[Cl-].[CH2:17]=O.Cl.[OH-].[Na+]. The catalyst is C(Cl)(Cl)Cl.O. The product is [Cl:14][CH2:17][C:7]1[CH:6]=[C:5]([C:3](=[O:4])[C:2]([OH:1])([CH3:12])[CH3:11])[CH:10]=[CH:9][CH:8]=1. The yield is 0.774. (2) The reactants are [C:1]([C:5]1[CH:9]=[C:8]([NH:10][C:11]([NH:13][C:14]2[CH:19]=[CH:18][C:17]([CH2:20][C:21]3[CH:26]=[CH:25][C:24]([NH2:27])=[CH:23][CH:22]=3)=[CH:16][CH:15]=2)=[O:12])[N:7]([CH3:28])[N:6]=1)([CH3:4])([CH3:3])[CH3:2].[C:29](Cl)(=[O:31])[CH3:30].CCN(CC)CC. The catalyst is C(Cl)Cl.CCOC(C)=O. The product is [C:1]([C:5]1[CH:9]=[C:8]([NH:10][C:11]([NH:13][C:14]2[CH:19]=[CH:18][C:17]([CH2:20][C:21]3[CH:26]=[CH:25][C:24]([NH:27][C:29]([CH3:30])=[O:31])=[CH:23][CH:22]=3)=[CH:16][CH:15]=2)=[O:12])[N:7]([CH3:28])[N:6]=1)([CH3:4])([CH3:2])[CH3:3]. The yield is 0.480. (3) The reactants are O1[C:5]2([CH2:10][CH2:9][N:8]([C:11]3[CH:19]=[CH:18][C:14]([C:15]([OH:17])=[O:16])=[CH:13][CH:12]=3)[CH2:7][CH2:6]2)[O:4]CC1.[OH-].[NH4+]. The catalyst is Cl. The product is [O:4]=[C:5]1[CH2:6][CH2:7][N:8]([C:11]2[CH:19]=[CH:18][C:14]([C:15]([OH:17])=[O:16])=[CH:13][CH:12]=2)[CH2:9][CH2:10]1. The yield is 0.880. (4) The reactants are [C:1]([C:3]1[CH:4]([C:18]2[CH:23]=[CH:22][C:21]([CH3:24])=[CH:20][CH:19]=2)[C:5]([C:14]([O:16][CH3:17])=[O:15])=[C:6]([CH3:13])[NH:7][C:8]=1[CH2:9][CH:10]([CH3:12])[CH3:11])#[N:2].[N+]([O-])(O)=O.C(OCC)(=O)C.[OH-].[Na+]. The yield is 0.820. The product is [C:1]([C:3]1[C:8]([CH2:9][CH:10]([CH3:12])[CH3:11])=[N:7][C:6]([CH3:13])=[C:5]([C:4]=1[C:18]1[CH:19]=[CH:20][C:21]([CH3:24])=[CH:22][CH:23]=1)[C:14]([O:16][CH3:17])=[O:15])#[N:2]. The catalyst is O1CCOCC1.